Dataset: Catalyst prediction with 721,799 reactions and 888 catalyst types from USPTO. Task: Predict which catalyst facilitates the given reaction. (1) Reactant: [F:1][C:2]1[CH:3]=[C:4]([C:9]2[CH:14]=[CH:13][C:12]([CH2:15][CH2:16][CH3:17])=[CH:11][CH:10]=2)[CH:5]=[C:6]([F:8])[CH:7]=1.C1COCC1.C([Li])CCC.[I:28]I. Product: [F:1][C:2]1[CH:3]=[C:4]([C:9]2[CH:14]=[CH:13][C:12]([CH2:15][CH2:16][CH3:17])=[CH:11][CH:10]=2)[CH:5]=[C:6]([F:8])[C:7]=1[I:28]. The catalyst class is: 11. (2) Reactant: [CH:1]([N:4]1[CH2:9][CH2:8][N:7]([C:10]([C:12]2[O:16][C:15]([CH:17]=O)=[CH:14][CH:13]=2)=[O:11])[CH2:6][CH2:5]1)([CH3:3])[CH3:2].[CH3:19][N+:20]([CH3:23])=CCl.[Cl-].[CH:25]([C:27]1OC(C(O)=O)=C[CH:28]=1)=O.Cl.Cl.C(N1CCNCC1)(C)C. Product: [CH:1]([N:4]1[CH2:5][CH2:6][N:7]([C:10]([C:12]2[O:16][C:15]([CH2:17][N:20]3[CH2:23][CH2:28][CH2:27][CH2:25][CH2:19]3)=[CH:14][CH:13]=2)=[O:11])[CH2:8][CH2:9]1)([CH3:2])[CH3:3]. The catalyst class is: 2.